From a dataset of Reaction yield outcomes from USPTO patents with 853,638 reactions. Predict the reaction yield, written as a fraction of the theoretical maximum amount of product (1.0 means a 100% yield; for example, 0.34 means a 34% yield). (1) The reactants are C([O:3][C:4]([C:6]1[N:7]=[C:8]2[C:13]([C:14]([F:17])([F:16])[F:15])=[CH:12][C:11]([Br:18])=[CH:10][N:9]2[C:19]=1[Cl:20])=[O:5])C. The product is [Br:18][C:11]1[CH:12]=[C:13]([C:14]([F:16])([F:17])[F:15])[C:8]2[N:9]([C:19]([Cl:20])=[C:6]([C:4]([OH:5])=[O:3])[N:7]=2)[CH:10]=1. The catalyst is C(#N)C.Cl. The yield is 0.730. (2) The reactants are [CH3:1][C:2]([C:4]1[CH:5]=[CH:6][CH:7]=[C:8]([OH:10])[CH:9]=1)=[O:3].[BH4-].[Na+].Cl. The catalyst is CO. The product is [OH:3][CH:2]([C:4]1[CH:9]=[C:8]([OH:10])[CH:7]=[CH:6][CH:5]=1)[CH3:1]. The yield is 0.780. (3) The reactants are [Cl:1][C:2]1[N:10]=[C:9]2[C:5]([N:6]=[CH:7][N:8]2[CH:11]2[CH2:16][CH2:15][CH2:14][CH2:13][O:12]2)=[C:4]([N:17]2[CH2:22][CH2:21][O:20][CH2:19][CH2:18]2)[N:3]=1.CN(CCN(C)C)C.[Li]CCCC.ClCC[I:39]. The catalyst is C1COCC1. The product is [Cl:1][C:2]1[N:10]=[C:9]2[C:5]([N:6]=[C:7]([I:39])[N:8]2[CH:11]2[CH2:16][CH2:15][CH2:14][CH2:13][O:12]2)=[C:4]([N:17]2[CH2:22][CH2:21][O:20][CH2:19][CH2:18]2)[N:3]=1. The yield is 0.870. (4) The reactants are [CH:1]1([CH2:7][C@H:8]([N:12]2[CH2:20][C:19]3[C:14](=[CH:15][CH:16]=[CH:17][C:18]=3[F:21])[C:13]2=[O:22])[C:9]([OH:11])=O)[CH2:6][CH2:5][CH2:4][CH2:3][CH2:2]1.C(Cl)(=O)C(Cl)=O.[CH3:29][O:30][CH2:31][CH2:32][N:33]1[CH:37]=[CH:36][C:35]([NH2:38])=[N:34]1.N1C(C)=CC=CC=1C. The catalyst is C(Cl)Cl.CN(C)C=O. The product is [CH:1]1([CH2:7][C@H:8]([N:12]2[CH2:20][C:19]3[C:14](=[CH:15][CH:16]=[CH:17][C:18]=3[F:21])[C:13]2=[O:22])[C:9]([NH:38][C:35]2[CH:36]=[CH:37][N:33]([CH2:32][CH2:31][O:30][CH3:29])[N:34]=2)=[O:11])[CH2:2][CH2:3][CH2:4][CH2:5][CH2:6]1. The yield is 0.650. (5) The reactants are [N+:1]([C:4]1[CH:9]=[CH:8][C:7]([C:10]2[S:11][C:12]3[CH:18]=[C:17]([CH3:19])[CH:16]=[C:15]([O:20][S:21]([OH:24])(=[O:23])=[O:22])[C:13]=3[N:14]=2)=[CH:6][CH:5]=1)([O-])=O.O.O.Cl[Sn]Cl. The catalyst is C(O)C. The product is [NH2:1][C:4]1[CH:9]=[CH:8][C:7]([C:10]2[S:11][C:12]3[CH:18]=[C:17]([CH3:19])[CH:16]=[C:15]([O:20][S:21]([OH:24])(=[O:23])=[O:22])[C:13]=3[N:14]=2)=[CH:6][CH:5]=1. The yield is 0.650.